Task: Predict the reactants needed to synthesize the given product.. Dataset: Full USPTO retrosynthesis dataset with 1.9M reactions from patents (1976-2016) (1) Given the product [Cl:10][C:4]1[CH:3]=[C:2]([C:32]2[N:28]([CH:23]3[CH2:24][CH2:25][CH2:26][CH2:27][O:22]3)[N:29]=[CH:30][CH:31]=2)[CH:9]=[CH:8][C:5]=1[C:6]#[N:7], predict the reactants needed to synthesize it. The reactants are: Br[C:2]1[CH:9]=[CH:8][C:5]([C:6]#[N:7])=[C:4]([Cl:10])[CH:3]=1.C1COCC1.C([O-])([O-])=O.[Na+].[Na+].[O:22]1[CH2:27][CH2:26][CH2:25][CH2:24][CH:23]1[N:28]1[C:32](B2OC(C)(C)C(C)(C)O2)=[CH:31][CH:30]=[N:29]1. (2) Given the product [NH2:7][C:8]1[S:9][CH:10]=[C:11]([C:13]2[CH:14]=[CH:15][C:16]([CH2:17][NH:18][C:23]([O:25][C:26]([CH3:29])([CH3:28])[CH3:27])=[O:24])=[CH:19][CH:20]=2)[N:12]=1, predict the reactants needed to synthesize it. The reactants are: [H-].[Al+3].[Li+].[H-].[H-].[H-].[NH2:7][C:8]1[S:9][CH:10]=[C:11]([C:13]2[CH:20]=[CH:19][C:16]([C:17]#[N:18])=[CH:15][CH:14]=2)[N:12]=1.[OH-].[Na+].[C:23](O[C:23]([O:25][C:26]([CH3:29])([CH3:28])[CH3:27])=[O:24])([O:25][C:26]([CH3:29])([CH3:28])[CH3:27])=[O:24]. (3) Given the product [F:29][C:27]1([F:30])[CH2:28][CH:26]1[CH2:25][N:14]1[CH2:15][CH2:16][N:12]([C:4]2[S:5][C:6]([C:7]([O:9][CH2:10][CH3:11])=[O:8])=[C:2]([CH3:1])[N:3]=2)[C:13]1=[O:17], predict the reactants needed to synthesize it. The reactants are: [CH3:1][C:2]1[N:3]=[C:4]([N:12]2[CH2:16][CH2:15][NH:14][C:13]2=[O:17])[S:5][C:6]=1[C:7]([O:9][CH2:10][CH3:11])=[O:8].C(=O)([O-])[O-].[K+].[K+].Br[CH2:25][CH:26]1[CH2:28][C:27]1([F:30])[F:29]. (4) The reactants are: [C:1]([C:5]1[N:6]=[C:7]([N:16]2[CH2:20][CH2:19][C:18]([F:22])([F:21])[CH2:17]2)[C:8]2[N:13]=[N:12][N:11]([CH2:14][CH3:15])[C:9]=2[N:10]=1)([CH3:4])([CH3:3])[CH3:2].C(C1N=C(N2CCC(F)(F)C2)C2N=NNC=2N=1)(C)(C)C.BrC1C[O:46][CH2:45]1. Given the product [C:1]([C:5]1[N:6]=[C:7]([N:16]2[CH2:20][CH2:19][C:18]([F:21])([F:22])[CH2:17]2)[C:8]2[N:13]=[N:12][N:11]([CH:14]3[CH2:45][O:46][CH2:15]3)[C:9]=2[N:10]=1)([CH3:2])([CH3:3])[CH3:4], predict the reactants needed to synthesize it. (5) The reactants are: [Cl:1][C:2]1[CH:7]=[CH:6][C:5]([N:8]2[CH2:13][CH2:12][O:11][CH2:10][CH2:9]2)=[C:4]([CH2:14][N:15]2[CH2:20][CH2:19][NH:18][CH2:17][CH2:16]2)[CH:3]=1.[C:21](=O)([O:30]N1C(=O)CCC1=O)[O:22][N:23]1[C:27](=[O:28])[CH2:26][CH2:25][C:24]1=[O:29].ClCCl.C(N(CC)C(C)C)(C)C. Given the product [Cl:1][C:2]1[CH:7]=[CH:6][C:5]([N:8]2[CH2:13][CH2:12][O:11][CH2:10][CH2:9]2)=[C:4]([CH2:14][N:15]2[CH2:16][CH2:17][N:18]([C:21]([O:22][N:23]3[C:27](=[O:28])[CH2:26][CH2:25][C:24]3=[O:29])=[O:30])[CH2:19][CH2:20]2)[CH:3]=1, predict the reactants needed to synthesize it. (6) Given the product [Cl:1][C:2]1[N:3]=[C:4]([N:18]([CH3:17])[CH:19]2[CH2:24][CH2:23][O:22][CH2:21][CH2:20]2)[CH:5]=[C:6]([Cl:8])[N:7]=1, predict the reactants needed to synthesize it. The reactants are: [Cl:1][C:2]1[N:7]=[C:6]([Cl:8])[CH:5]=[C:4](Cl)[N:3]=1.C(N(CC)CC)C.[CH3:17][NH:18][CH:19]1[CH2:24][CH2:23][O:22][CH2:21][CH2:20]1. (7) The reactants are: [C:12]([O:11][C:9](O[C:9]([O:11][C:12]([CH3:15])([CH3:14])[CH3:13])=[O:10])=[O:10])([CH3:15])([CH3:14])[CH3:13].[Cl:16][C:17]1[CH:18]=[C:19]2[NH:25][CH2:24][C:23]([CH3:27])([CH3:26])[C:20]2=[N:21][CH:22]=1.O1CCCC1.[OH-].[Na+]. Given the product [C:12]([O:11][C:9]([N:25]1[C:19]2[C:20](=[N:21][CH:22]=[C:17]([Cl:16])[CH:18]=2)[C:23]([CH3:27])([CH3:26])[CH2:24]1)=[O:10])([CH3:13])([CH3:14])[CH3:15], predict the reactants needed to synthesize it. (8) Given the product [CH2:10]([O:9][C:7]([C:3]1[NH:4][CH:5]=[C:6]2[CH:31]([C:29]3[O:30][C:26]([S:25][C:23]4[NH:22][C:21]5[CH:33]=[CH:34][C:18]([O:17][Si:16]([C:12]([CH3:15])([CH3:14])[CH3:13])([CH3:35])[CH3:36])=[CH:19][C:20]=5[N:24]=4)=[CH:27][CH:28]=3)[C:38]3[C:39](=[O:43])[CH2:40][CH2:41][CH2:42][C:37]=3[NH:1][C:2]=12)=[O:8])[CH3:11], predict the reactants needed to synthesize it. The reactants are: [NH2:1][C:2]1[CH:6]=[CH:5][NH:4][C:3]=1[C:7]([O:9][CH2:10][CH3:11])=[O:8].[C:12]([Si:16]([CH3:36])([CH3:35])[O:17][C:18]1[CH:34]=[CH:33][C:21]2[NH:22][C:23]([S:25][C:26]3[O:30][C:29]([CH:31]=O)=[CH:28][CH:27]=3)=[N:24][C:20]=2[CH:19]=1)([CH3:15])([CH3:14])[CH3:13].[C:37]1(=O)[CH2:42][CH2:41][CH2:40][C:39](=[O:43])[CH2:38]1.